Dataset: Full USPTO retrosynthesis dataset with 1.9M reactions from patents (1976-2016). Task: Predict the reactants needed to synthesize the given product. (1) Given the product [ClH:1].[NH2:49][CH2:48][C@H:45]1[CH2:46][CH2:47][C@H:42]([C:40]([NH:39][C@@H:25]([CH2:24][C:20]2[CH:19]=[C:18]([C:4]3[CH:5]=[C:6]([S:9]([N:12]4[CH2:17][CH2:16][O:15][CH2:14][CH2:13]4)(=[O:11])=[O:10])[CH:7]=[CH:8][C:3]=3[CH3:2])[CH:23]=[CH:22][CH:21]=2)[C:26](=[O:38])[NH:27][C:28]2[CH:36]=[C:35]3[C:31]([C:32](=[O:37])[NH:33][NH:34]3)=[CH:30][CH:29]=2)=[O:41])[CH2:43][CH2:44]1, predict the reactants needed to synthesize it. The reactants are: [ClH:1].[CH3:2][C:3]1[CH:8]=[CH:7][C:6]([S:9]([N:12]2[CH2:17][CH2:16][O:15][CH2:14][CH2:13]2)(=[O:11])=[O:10])=[CH:5][C:4]=1[C:18]1[CH:23]=[CH:22][CH:21]=[C:20]([CH2:24][C@H:25]([NH:39][C:40]([C@H:42]2[CH2:47][CH2:46][C@H:45]([CH2:48][NH:49]C(=O)OC(C)(C)C)[CH2:44][CH2:43]2)=[O:41])[C:26](=[O:38])[NH:27][C:28]2[CH:36]=[C:35]3[C:31]([C:32](=[O:37])[NH:33][NH:34]3)=[CH:30][CH:29]=2)[CH:19]=1. (2) Given the product [Cl:1][C:2]1[CH:3]=[C:4]([CH:5]=[CH:6][C:7]=1[Cl:8])[CH2:9][C:10]1[CH:18]=[CH:17][C:13]([C:14]([NH2:16])=[O:15])=[CH:12][C:11]=1[O:19][CH3:20], predict the reactants needed to synthesize it. The reactants are: [Cl:1][C:2]1[CH:3]=[C:4]([CH:9](O)[C:10]2[CH:18]=[CH:17][C:13]([C:14]([NH2:16])=[O:15])=[CH:12][C:11]=2[O:19][CH3:20])[CH:5]=[CH:6][C:7]=1[Cl:8].C(O)(C(F)(F)F)=O.C([SiH](CC)CC)C. (3) Given the product [CH:54]1([O:60][C:61](=[O:68])[C:62]([CH3:66])([CH3:67])[C:63]([O:65][CH2:35][O:34][C:32]2[N:31]([C:37]3[N:42]=[CH:41][CH:40]=[CH:39][N:38]=3)[N:30]=[C:29]([CH:15]([NH:14][C:11]3[CH:12]=[CH:13][C:8]([C:7]([NH2:43])=[N:6][C:5]([O:4][CH2:3][C:2]([CH3:46])([CH3:45])[CH3:1])=[O:44])=[CH:9][CH:10]=3)[C:16]3[CH:21]=[C:20]([O:22][CH3:23])[CH:19]=[C:18]([O:24][CH2:25][CH2:26][OH:27])[C:17]=3[F:28])[N:33]=2)=[O:64])[CH2:55][CH2:56][CH2:57][CH2:58][CH2:59]1, predict the reactants needed to synthesize it. The reactants are: [CH3:1][C:2]([CH3:46])([CH3:45])[CH2:3][O:4][C:5](=[O:44])[N:6]=[C:7]([NH2:43])[C:8]1[CH:13]=[CH:12][C:11]([NH:14][CH:15]([C:29]2[N:33]=[C:32]([O:34][CH2:35]Cl)[N:31]([C:37]3[N:42]=[CH:41][CH:40]=[CH:39][N:38]=3)[N:30]=2)[C:16]2[CH:21]=[C:20]([O:22][CH3:23])[CH:19]=[C:18]([O:24][CH2:25][CH2:26][OH:27])[C:17]=2[F:28])=[CH:10][CH:9]=1.[I-].[Na+].C(=O)([O-])O.[K+].[CH:54]1([O:60][C:61](=[O:68])[C:62]([CH3:67])([CH3:66])[C:63]([OH:65])=[O:64])[CH2:59][CH2:58][CH2:57][CH2:56][CH2:55]1. (4) Given the product [CH:22]1([C:25]2[C:26]([O:36][CH2:37][C@@H:38]3[CH2:43][CH2:42][CH2:41][N:40]([CH2:51][C:49]4[CH:50]=[C:45]([Cl:44])[CH:46]=[C:47]([Cl:53])[CH:48]=4)[CH2:39]3)=[CH:27][C:28]([F:35])=[C:29]([CH:34]=2)[C:30]([O:32][CH3:33])=[O:31])[CH2:24][CH2:23]1, predict the reactants needed to synthesize it. The reactants are: C1(C2C(O[C@@H]3CCCNC3)=CC(F)=C(C=2)C(OC)=O)CC1.[CH:22]1([C:25]2[C:26]([O:36][CH2:37][C@@H:38]3[CH2:43][CH2:42][CH2:41][NH:40][CH2:39]3)=[CH:27][C:28]([F:35])=[C:29]([CH:34]=2)[C:30]([O:32][CH3:33])=[O:31])[CH2:24][CH2:23]1.[Cl:44][C:45]1[CH:50]=[C:49]([CH2:51]Cl)[CH:48]=[C:47]([Cl:53])[CH:46]=1. (5) Given the product [CH2:28]([C@@H:26]1[CH2:27][C@@H:23]([CH:22]2[CH2:21][N@@:30]2[S:31]([C:34]2[CH:39]=[CH:38][CH:37]=[CH:36][C:35]=2[N+:40]([O-:42])=[O:41])(=[O:33])=[O:32])[O:24][C:25]1=[O:29])[CH3:3], predict the reactants needed to synthesize it. The reactants are: N(C(OCC)=O)=N[C:3](OCC)=O.C1(C)C=CC=CC=1.O[CH2:21][C@H:22]([NH:30][S:31]([C:34]1[CH:39]=[CH:38][CH:37]=[CH:36][C:35]=1[N+:40]([O-:42])=[O:41])(=[O:33])=[O:32])[C@@H:23]1[CH2:27][C@@H:26]([CH3:28])[C:25](=[O:29])[O:24]1.C1(P(C2C=CC=CC=2)C2C=CC=CC=2)C=CC=CC=1. (6) Given the product [ClH:48].[F:25][C:26]1[C:37]2[C:38]3[N:30]([NH:31][CH2:32][C:33]=3[C@H:34]([CH:40]3[CH:45]4[CH2:46][CH2:47][N:42]([CH2:43][CH2:44]4)[CH2:41]3)[C:35](=[O:39])[CH:36]=2)[CH:29]=[CH:28][N:27]=1, predict the reactants needed to synthesize it. The reactants are: N12CCC(CC1)[C@H](NCCC1C3C(C([O-])=O)=CC=CC=3NN=1)C2.[Li+].[F:25][C:26]1[C:37]2[C:38]3[N:30]([NH:31][CH2:32][C:33]=3[C@H:34]([CH:40]3[CH:45]4[CH2:46][CH2:47][N:42]([CH2:43][CH2:44]4)[CH2:41]3)[C:35](=[O:39])[CH:36]=2)[CH:29]=[CH:28][N:27]=1.[ClH:48].